This data is from Catalyst prediction with 721,799 reactions and 888 catalyst types from USPTO. The task is: Predict which catalyst facilitates the given reaction. Reactant: C(=O)([O-])[O-].[K+].[K+].[C:7](Cl)(=[O:16])[O:8][CH2:9][C:10]1[CH:15]=[CH:14][CH:13]=[CH:12][CH:11]=1.[Cl:18][C:19]1[CH:33]=[CH:32][C:22]([C:23]([N:25]2[CH2:30][CH2:29][CH2:28][C@@H:27]([NH2:31])[CH2:26]2)=[O:24])=[CH:21][CH:20]=1.[Cl-].[Na+]. Product: [Cl:18][C:19]1[CH:33]=[CH:32][C:22]([C:23]([N:25]2[CH2:30][CH2:29][CH2:28][C@@H:27]([NH:31][C:7]([O:8][CH2:9][C:10]3[CH:15]=[CH:14][CH:13]=[CH:12][CH:11]=3)=[O:16])[CH2:26]2)=[O:24])=[CH:21][CH:20]=1. The catalyst class is: 159.